Task: Predict the reaction yield, written as a fraction of the theoretical maximum amount of product (1.0 means a 100% yield; for example, 0.34 means a 34% yield).. Dataset: Reaction yield outcomes from USPTO patents with 853,638 reactions The reactants are [C:1]([C:5]1[CH:40]=[CH:39][C:8]([CH2:9][N:10]([CH2:31][C:32]2[CH:37]=[CH:36][C:35]([Cl:38])=[CH:34][CH:33]=2)[C:11](=[O:30])[CH2:12][O:13][C:14]2[CH:19]=[CH:18][C:17]([CH2:20][C@H:21]([O:27][CH2:28][CH3:29])[C:22]([O:24]CC)=[O:23])=[CH:16][CH:15]=2)=[CH:7][CH:6]=1)([CH3:4])([CH3:3])[CH3:2].[Li+].[OH-].Cl. The catalyst is C(#N)C. The product is [C:1]([C:5]1[CH:6]=[CH:7][C:8]([CH2:9][N:10]([CH2:31][C:32]2[CH:37]=[CH:36][C:35]([Cl:38])=[CH:34][CH:33]=2)[C:11](=[O:30])[CH2:12][O:13][C:14]2[CH:19]=[CH:18][C:17]([CH2:20][C@H:21]([O:27][CH2:28][CH3:29])[C:22]([OH:24])=[O:23])=[CH:16][CH:15]=2)=[CH:39][CH:40]=1)([CH3:2])([CH3:3])[CH3:4]. The yield is 0.990.